Dataset: Full USPTO retrosynthesis dataset with 1.9M reactions from patents (1976-2016). Task: Predict the reactants needed to synthesize the given product. (1) Given the product [CH3:1][O:2][CH2:3][CH2:4][O:5][C:6]1[CH:7]=[CH:8][C:9]([CH2:10][O:11][C:12]2[CH:17]=[CH:16][CH:15]=[CH:14][C:13]=2[C:18]2[N:23]=[C:22]([N:24]3[C:28]([C:29]([F:30])([F:31])[F:32])=[C:27]([C:33]([OH:35])=[O:34])[CH:26]=[N:25]3)[CH:21]=[CH:20][CH:19]=2)=[CH:38][CH:39]=1, predict the reactants needed to synthesize it. The reactants are: [CH3:1][O:2][CH2:3][CH2:4][O:5][C:6]1[CH:39]=[CH:38][C:9]([CH2:10][O:11][C:12]2[CH:17]=[CH:16][CH:15]=[CH:14][C:13]=2[C:18]2[N:23]=[C:22]([N:24]3[C:28]([C:29]([F:32])([F:31])[F:30])=[C:27]([C:33]([O:35]CC)=[O:34])[CH:26]=[N:25]3)[CH:21]=[CH:20][CH:19]=2)=[CH:8][CH:7]=1.[OH-].[Na+]. (2) Given the product [NH2:21][CH2:20][C:8]1[CH:9]=[C:10]([NH:14][C:15]([C:17]2([C:1]3[CH:5]=[CH:13][C:29]4[O:26][CH2:24][O:27][C:28]=4[CH:2]=3)[CH2:18][CH2:19]2)=[O:16])[CH:11]=[C:12]2[C:7]=1[NH:6][C:5]([C:1]([CH3:4])([CH3:2])[CH3:3])=[CH:13]2, predict the reactants needed to synthesize it. The reactants are: [C:1]([C:5]1[NH:6][C:7]2[C:12]([CH:13]=1)=[CH:11][C:10]([NH:14][C:15]([CH:17]1[CH2:19][CH2:18]1)=[O:16])=[CH:9][C:8]=2[C:20]#[N:21])([CH3:4])([CH3:3])[CH3:2].[H][H].[C:24]([O:27][CH2:28][CH3:29])(=[O:26])C.